From a dataset of Forward reaction prediction with 1.9M reactions from USPTO patents (1976-2016). Predict the product of the given reaction. Given the reactants [F:1][C:2]([F:53])([F:52])[C:3]1[CH:8]=[CH:7][C:6]([C:9]2[C:10]([C:15]([NH:17][C:18]3[CH:19]=[N:20][C:21]([O:24][CH2:25][CH2:26][N:27]4[C:31]([NH:32]C(C5C=CC=CC=5)(C5C=CC=CC=5)C5C=CC=CC=5)=[CH:30][CH:29]=[N:28]4)=[CH:22][CH:23]=3)=[O:16])=[CH:11][CH:12]=[CH:13][CH:14]=2)=[CH:5][CH:4]=1.Cl, predict the reaction product. The product is: [NH2:32][C:31]1[N:27]([CH2:26][CH2:25][O:24][C:21]2[N:20]=[CH:19][C:18]([NH:17][C:15]([C:10]3[C:9]([C:6]4[CH:5]=[CH:4][C:3]([C:2]([F:1])([F:53])[F:52])=[CH:8][CH:7]=4)=[CH:14][CH:13]=[CH:12][CH:11]=3)=[O:16])=[CH:23][CH:22]=2)[N:28]=[CH:29][CH:30]=1.